From a dataset of NCI-60 drug combinations with 297,098 pairs across 59 cell lines. Regression. Given two drug SMILES strings and cell line genomic features, predict the synergy score measuring deviation from expected non-interaction effect. (1) Drug 1: C1CCN(CC1)CCOC2=CC=C(C=C2)C(=O)C3=C(SC4=C3C=CC(=C4)O)C5=CC=C(C=C5)O. Drug 2: C1CCC(CC1)NC(=O)N(CCCl)N=O. Cell line: SF-295. Synergy scores: CSS=44.2, Synergy_ZIP=0.298, Synergy_Bliss=-0.152, Synergy_Loewe=0.254, Synergy_HSA=-0.0300. (2) Drug 1: C1C(C(OC1N2C=C(C(=O)NC2=O)F)CO)O. Drug 2: CC(C)NC(=O)C1=CC=C(C=C1)CNNC.Cl. Cell line: HCT-15. Synergy scores: CSS=26.4, Synergy_ZIP=-2.27, Synergy_Bliss=2.94, Synergy_Loewe=-19.4, Synergy_HSA=3.00.